From a dataset of Forward reaction prediction with 1.9M reactions from USPTO patents (1976-2016). Predict the product of the given reaction. (1) Given the reactants [N+:1]([C:4]1[CH:9]=[CH:8][C:7]([NH:10][CH2:11][CH2:12][NH:13][CH2:14][CH2:15][OH:16])=[CH:6][CH:5]=1)([O-])=O.C1(N)C(F)=C(F)C(F)=C(N)C=1F.[ClH:29].Cl, predict the reaction product. The product is: [ClH:29].[ClH:29].[NH2:1][C:4]1[CH:9]=[CH:8][C:7]([NH:10][CH2:11][CH2:12][NH:13][CH2:14][CH2:15][OH:16])=[CH:6][CH:5]=1. (2) Given the reactants [NH2:1][C:2]1[C:7]([NH2:8])=[C:6]([NH:9][C:10]23[C:16]([CH3:18])([CH3:17])[C:13]([CH3:19])([CH2:14][CH2:15]2)[C:12](=[O:20])[CH2:11]3)[C:5]([Cl:21])=[CH:4][N:3]=1.[O:22]1[CH2:27][CH2:26][N:25]([C:28]2[CH:35]=[CH:34][C:31]([CH:32]=O)=[CH:30][CH:29]=2)[CH2:24][CH2:23]1.C([O-])(=O)C.[NH4+], predict the reaction product. The product is: [Cl:21][C:5]1[C:6]([NH:9][C:10]23[C:16]([CH3:17])([CH3:18])[C:13]([CH3:19])([CH2:14][CH2:15]2)[C:12](=[O:20])[CH2:11]3)=[C:7]2[N:8]=[C:32]([C:31]3[CH:30]=[CH:29][C:28]([N:25]4[CH2:26][CH2:27][O:22][CH2:23][CH2:24]4)=[CH:35][CH:34]=3)[NH:1][C:2]2=[N:3][CH:4]=1. (3) Given the reactants C([O:3][C:4](=O)[CH2:5][C:6]1[N:10]2[CH:11]=[C:12]([CH3:15])[CH:13]=[CH:14][C:9]2=[N:8][C:7]=1[C:16]1[CH:21]=[CH:20][C:19]([O:22][CH3:23])=[CH:18][CH:17]=1)C.C[Si]([N-][Si](C)(C)C)(C)C.[K+].[CH3:35][C:36]1[CH:41]=[C:40]([CH3:42])[N:39]2[N:43]=[CH:44][C:45](C(Cl)=O)=[C:38]2[N:37]=1.O, predict the reaction product. The product is: [CH3:35][C:36]1[CH:41]=[C:40]([CH3:42])[N:39]2[N:43]=[CH:44][C:45]([C:4](=[O:3])[CH2:5][C:6]3[N:10]4[CH:11]=[C:12]([CH3:15])[CH:13]=[CH:14][C:9]4=[N:8][C:7]=3[C:16]3[CH:17]=[CH:18][C:19]([O:22][CH3:23])=[CH:20][CH:21]=3)=[C:38]2[N:37]=1. (4) Given the reactants Br[C:2]1[CH:3]=[CH:4][C:5]([C:8]([NH:10][CH2:11][CH2:12][C:13]([O:15][CH2:16][CH3:17])=[O:14])=[O:9])=[N:6][CH:7]=1.[Cl:18][C:19]1[CH:20]=[CH:21][C:22]([CH:28]=[O:29])=[C:23](B(O)O)[CH:24]=1.C([O-])([O-])=O.[K+].[K+].O, predict the reaction product. The product is: [Cl:18][C:19]1[CH:24]=[CH:23][C:22]([CH:28]=[O:29])=[C:21]([C:2]2[CH:3]=[CH:4][C:5]([C:8]([NH:10][CH2:11][CH2:12][C:13]([O:15][CH2:16][CH3:17])=[O:14])=[O:9])=[N:6][CH:7]=2)[CH:20]=1.